Dataset: Catalyst prediction with 721,799 reactions and 888 catalyst types from USPTO. Task: Predict which catalyst facilitates the given reaction. (1) Reactant: [CH2:1]([N:3]1[C:7]2=[N:8][C:9]([CH2:59][CH3:60])=[C:10]([CH2:19][NH:20][C:21]([C:23]3[CH:28]=[CH:27][C:26]([C:29]4[CH:34]=[CH:33][C:32]([C:35]([NH:37][CH2:38][C:39]5[C:40]([NH:52][CH:53]6[CH2:58][CH2:57][O:56][CH2:55][CH2:54]6)=[C:41]6[CH:49]=[N:48][N:47]([CH2:50][CH3:51])[C:42]6=[N:43][C:44]=5[CH2:45][CH3:46])=[O:36])=[CH:31][CH:30]=4)=[CH:25][CH:24]=3)=[O:22])[C:11]([NH:12][CH:13]3[CH2:18][CH2:17][O:16][CH2:15][CH2:14]3)=[C:6]2[CH:5]=[N:4]1)[CH3:2].[C:61]1([C:73]([OH:75])=[O:74])[C:62]([C:70]([OH:72])=[O:71])=[CH:63][C:64]([C:67]([OH:69])=[O:68])=[CH:65][CH:66]=1. Product: [C:61]1([C:73]([OH:75])=[O:74])[C:62]([C:70]([OH:72])=[O:71])=[CH:63][C:64]([C:67]([OH:69])=[O:68])=[CH:65][CH:66]=1.[CH2:1]([N:3]1[C:7]2=[N:8][C:9]([CH2:59][CH3:60])=[C:10]([CH2:19][NH:20][C:21]([C:23]3[CH:24]=[CH:25][C:26]([C:29]4[CH:34]=[CH:33][C:32]([C:35]([NH:37][CH2:38][C:39]5[C:40]([NH:52][CH:53]6[CH2:54][CH2:55][O:56][CH2:57][CH2:58]6)=[C:41]6[CH:49]=[N:48][N:47]([CH2:50][CH3:51])[C:42]6=[N:43][C:44]=5[CH2:45][CH3:46])=[O:36])=[CH:31][CH:30]=4)=[CH:27][CH:28]=3)=[O:22])[C:11]([NH:12][CH:13]3[CH2:14][CH2:15][O:16][CH2:17][CH2:18]3)=[C:6]2[CH:5]=[N:4]1)[CH3:2]. The catalyst class is: 5. (2) Reactant: [CH3:1][C:2]([CH2:6][CH2:7][C:8]([CH3:12])=[C:9]([CH3:11])[CH3:10])=[CH:3][C:4]#[N:5].[H][H]. The catalyst class is: 153. Product: [CH3:1][CH:2]([CH2:6][CH2:7][CH:8]([CH3:12])[CH:9]([CH3:11])[CH3:10])[CH2:3][C:4]#[N:5]. (3) The catalyst class is: 8. Reactant: [C:1]([C:3]1[CH:8]=[CH:7][C:6]([CH:9]2[O:11][CH:10]2C(OCC)=O)=[CH:5][C:4]=1[O:17][CH3:18])#[N:2].CC[O-].[Na+].O. Product: [CH3:18][O:17][C:4]1[CH:5]=[C:6]([CH2:9][CH:10]=[O:11])[CH:7]=[CH:8][C:3]=1[C:1]#[N:2]. (4) Reactant: O=[C:2]([CH3:8])[CH2:3][C:4]([O:6][CH3:7])=[O:5].[F:9][C:10]([F:19])([F:18])[C:11]1[CH:12]=[C:13]([CH:15]=[CH:16][CH:17]=1)[NH2:14].C(O)(=O)C. Product: [F:9][C:10]([F:18])([F:19])[C:11]1[CH:12]=[C:13]([NH:14][C:2]([CH3:8])=[CH:3][C:4]([O:6][CH3:7])=[O:5])[CH:15]=[CH:16][CH:17]=1. The catalyst class is: 48. (5) Reactant: S(Cl)([Cl:3])=O.O[CH2:6][C:7]1[O:15][C:14]2[C:13]([C:16]3[CH:17]=[C:18]([CH:24]=[CH:25][CH:26]=3)[C:19]([O:21][CH2:22][CH3:23])=[O:20])=[CH:12][N:11]=[CH:10][C:9]=2[CH:8]=1. Product: [Cl:3][CH2:6][C:7]1[O:15][C:14]2[C:13]([C:16]3[CH:17]=[C:18]([CH:24]=[CH:25][CH:26]=3)[C:19]([O:21][CH2:22][CH3:23])=[O:20])=[CH:12][N:11]=[CH:10][C:9]=2[CH:8]=1. The catalyst class is: 4. (6) Reactant: [F:1][C:2]([F:30])([F:29])[C:3]1[CH:4]=[C:5]([CH2:13][O:14][C@@H:15]2[CH2:21][CH2:20][C@@H:19]3[NH:22][C@@:16]2([C:23]2[CH:28]=[CH:27][CH:26]=[CH:25][CH:24]=2)[CH2:17][CH2:18]3)[CH:6]=[C:7]([C:9]([F:12])([F:11])[F:10])[CH:8]=1.[Cl:31][C:32]#[C:33][CH2:34][CH2:35]Cl.C(=O)([O-])[O-].[K+].[K+]. Product: [F:11][C:9]([F:12])([F:10])[C:7]1[CH:6]=[C:5]([CH2:13][O:14][C@@H:15]2[CH2:21][CH2:20][C@@H:19]3[N:22]([CH2:35][C:34]#[C:33][CH2:32][Cl:31])[C@@:16]2([C:23]2[CH:24]=[CH:25][CH:26]=[CH:27][CH:28]=2)[CH2:17][CH2:18]3)[CH:4]=[C:3]([C:2]([F:29])([F:1])[F:30])[CH:8]=1. The catalyst class is: 35.